Dataset: Full USPTO retrosynthesis dataset with 1.9M reactions from patents (1976-2016). Task: Predict the reactants needed to synthesize the given product. (1) Given the product [C:1]1([CH3:13])[CH:6]=[CH:5][CH:4]=[C:3]([N:7]2[CH2:11][CH2:10][N:9]([C:15]3[CH:16]=[N:17][CH:18]=[CH:19][C:20]=3[C:21]([F:24])([F:23])[F:22])[C:8]2=[O:12])[CH:2]=1, predict the reactants needed to synthesize it. The reactants are: [C:1]1([CH3:13])[CH:6]=[CH:5][CH:4]=[C:3]([N:7]2[CH2:11][CH2:10][NH:9][C:8]2=[O:12])[CH:2]=1.Br[C:15]1[CH:16]=[N:17][CH:18]=[CH:19][C:20]=1[C:21]([F:24])([F:23])[F:22].N[C@@H]1CCCC[C@H]1N.P([O-])([O-])([O-])=O.[K+].[K+].[K+]. (2) Given the product [S:1]([CH2:2][CH:3]([C:5]1[CH:6]=[CH:7][C:8]([Br:11])=[CH:9][CH:10]=1)[OH:4])[CH2:12][CH:13]([C:15]1[CH:16]=[CH:17][C:18]([Br:21])=[CH:19][CH:20]=1)[OH:14], predict the reactants needed to synthesize it. The reactants are: [S:1]([CH2:12][C:13]([C:15]1[CH:20]=[CH:19][C:18]([Br:21])=[CH:17][CH:16]=1)=[O:14])[CH2:2][C:3]([C:5]1[CH:10]=[CH:9][C:8]([Br:11])=[CH:7][CH:6]=1)=[O:4].[BH4-].[Na+]. (3) Given the product [OH:25][NH:24][C:16]([C:15]1[C:10]2[CH:9]=[CH:8][N:7]([CH2:6][O:5][CH2:4][CH2:3][Si:2]([CH3:19])([CH3:18])[CH3:1])[C:11]=2[N:12]=[CH:13][CH:14]=1)=[NH:17], predict the reactants needed to synthesize it. The reactants are: [CH3:1][Si:2]([CH3:19])([CH3:18])[CH2:3][CH2:4][O:5][CH2:6][N:7]1[C:11]2[N:12]=[CH:13][CH:14]=[C:15]([C:16]#[N:17])[C:10]=2[CH:9]=[CH:8]1.C(O)C.Cl.[NH2:24][OH:25].C(=O)([O-])[O-].[K+].[K+]. (4) The reactants are: [NH2:1][C:2]1[C:3]([C:21]#[N:22])=[C:4]([CH:18]=[CH:19][CH:20]=1)[O:5][CH2:6][C:7]([CH3:17])([CH3:16])[C:8]([NH:10][CH:11]1[CH2:15][CH2:14][CH2:13][CH2:12]1)=[O:9].O=[C:24]([CH3:31])[CH2:25][C:26]([O:28][CH2:29][CH3:30])=[O:27]. Given the product [NH2:22][C:21]1[C:3]2[C:2](=[CH:20][CH:19]=[CH:18][C:4]=2[O:5][CH2:6][C:7]([CH3:17])([CH3:16])[C:8]([NH:10][CH:11]2[CH2:15][CH2:14][CH2:13][CH2:12]2)=[O:9])[N:1]=[C:24]([CH3:31])[C:25]=1[C:26]([O:28][CH2:29][CH3:30])=[O:27], predict the reactants needed to synthesize it.